Task: Predict the reactants needed to synthesize the given product.. Dataset: Full USPTO retrosynthesis dataset with 1.9M reactions from patents (1976-2016) (1) Given the product [Cl:23][C:24]1[CH:29]=[CH:28][C:27]([C:30](=[CH2:31])[CH2:32][C:38]([OH:44])([C:37]([F:46])([F:45])[F:36])[C:39]([O:41][CH2:42][CH3:43])=[O:40])=[C:26]([O:33][CH3:34])[C:25]=1[F:35], predict the reactants needed to synthesize it. The reactants are: C1C=C2C=CC(O)=C(C3C4C(=CC=CC=4)C=CC=3O)C2=CC=1.[Cl:23][C:24]1[C:25]([F:35])=[C:26]([O:33][CH3:34])[C:27]([C:30](=[CH2:32])[CH3:31])=[CH:28][CH:29]=1.[F:36][C:37]([F:46])([F:45])[C:38](=[O:44])[C:39]([O:41][CH2:42][CH3:43])=[O:40]. (2) Given the product [CH3:13][C:9]1([CH3:14])[C:10]2[C:6](=[CH:5][C:4]([C:2]3[CH:1]=[CH:18][N:24]=[CH:22][N:23]=3)=[CH:12][CH:11]=2)[C:7]([CH3:17])([CH3:16])[CH:8]1[CH3:15], predict the reactants needed to synthesize it. The reactants are: [CH3:1][C:2]([C:4]1[CH:5]=[C:6]2[C:10](=[CH:11][CH:12]=1)[C:9]([CH3:14])([CH3:13])[CH:8]([CH3:15])[C:7]2([CH3:17])[CH3:16])=O.[C:18](O)(=O)C.[CH:22]([NH2:24])=[NH:23]. (3) Given the product [N:15]1([C:18]2[N:19]=[CH:20][C:21]([C:2]3[CH:3]=[CH:4][C:5]([N+:9]([O-:11])=[O:10])=[C:6]([CH:8]=3)[NH2:7])=[CH:22][CH:23]=2)[CH2:14][CH2:13][O:12][CH2:17][CH2:16]1, predict the reactants needed to synthesize it. The reactants are: Cl[C:2]1[CH:3]=[CH:4][C:5]([N+:9]([O-:11])=[O:10])=[C:6]([CH:8]=1)[NH2:7].[O:12]1[CH2:17][CH2:16][N:15]([C:18]2[CH:23]=[CH:22][C:21](B(O)O)=[CH:20][N:19]=2)[CH2:14][CH2:13]1.C([O-])([O-])=O.[Na+].[Na+]. (4) Given the product [NH2:24][C:25]1[C:26]2[C:33]([C:3]3[CH:4]=[C:5]([O:8][CH2:9][CH:10]4[CH2:14][CH2:13][CH2:12][O:11]4)[CH:6]=[CH:7][C:2]=3[F:1])=[CH:32][N:31]([C@@H:35]3[CH2:38][C@H:37]([CH2:39][N:40]4[CH2:45][CH2:44][N:43]([CH3:46])[C:42](=[O:47])[CH2:41]4)[CH2:36]3)[C:27]=2[N:28]=[CH:29][N:30]=1, predict the reactants needed to synthesize it. The reactants are: [F:1][C:2]1[CH:7]=[CH:6][C:5]([O:8][CH2:9][CH:10]2[CH2:14][CH2:13][CH2:12][O:11]2)=[CH:4][C:3]=1B1OC(C)(C)C(C)(C)O1.[NH2:24][C:25]1[C:26]2[C:33](I)=[CH:32][N:31]([C@@H:35]3[CH2:38][C@H:37]([CH2:39][N:40]4[CH2:45][CH2:44][N:43]([CH3:46])[C:42](=[O:47])[CH2:41]4)[CH2:36]3)[C:27]=2[N:28]=[CH:29][N:30]=1.C([O-])([O-])=O.[Na+].[Na+].C1COCC1. (5) Given the product [F:13][CH:12]([F:14])[O:11][C:3]1[CH:4]=[C:5]([N+:8]([O-:10])=[O:9])[CH:6]=[CH:7][C:2]=1[N:22]1[CH2:27][CH2:26][NH:25][CH2:24][CH2:23]1.[F:13][CH:12]([F:14])[O:11][C:3]1[CH:4]=[C:5]([N+:8]([O-:10])=[O:9])[CH:6]=[CH:7][C:2]=1[N:22]1[CH2:27][CH2:26][N:25]([C:28]([O:21][C:15]([CH3:16])([CH3:20])[CH3:37])=[O:31])[CH2:24][CH2:23]1, predict the reactants needed to synthesize it. The reactants are: Br[C:2]1[CH:7]=[CH:6][C:5]([N+:8]([O-:10])=[O:9])=[CH:4][C:3]=1[O:11][CH:12]([F:14])[F:13].[C:15]1([OH:21])[CH:20]=CC=C[CH:16]=1.[NH:22]1[CH2:27][CH2:26][NH:25][CH2:24][CH2:23]1.[C:28](=[O:31])([O-])[O-].[K+].[K+].Cl.[OH-].[Na+].[CH3:37]S(C)=O. (6) Given the product [ClH:1].[CH3:23][O:22][C:14]1[C:13]2[CH2:12][CH:11]3[CH2:21][CH:19]([CH2:20][NH:9][CH2:10]3)[C:18]=2[CH:17]=[CH:16][CH:15]=1, predict the reactants needed to synthesize it. The reactants are: [ClH:1].C([N:9]1[CH2:20][CH:19]2[CH2:21][CH:11]([CH2:12][C:13]3[C:14]([O:22][CH3:23])=[CH:15][CH:16]=[CH:17][C:18]=32)[CH2:10]1)C1C=CC=CC=1.C([O-])=O.[NH4+]. (7) Given the product [CH2:25]1[C:33]2[C:28](=[CH:29][C:30]([O:23][CH2:22][CH2:21][O:20][C:11]3[C:12]4[C:17](=[CH:16][CH:15]=[CH:14][CH:13]=4)[CH:18]=[CH:19][C:10]=3[C:8]([NH:7][C:4]([CH3:5])([CH3:6])[C:3]([OH:2])=[O:24])=[O:9])=[CH:31][CH:32]=2)[CH2:27][CH2:26]1, predict the reactants needed to synthesize it. The reactants are: C[O:2][C:3](=[O:24])[C:4]([NH:7][C:8]([C:10]1[CH:19]=[CH:18][C:17]2[C:12](=[CH:13][CH:14]=[CH:15][CH:16]=2)[C:11]=1[O:20][CH2:21][CH2:22][OH:23])=[O:9])([CH3:6])[CH3:5].[CH2:25]1[C:33]2[C:28](=[CH:29][C:30](O)=[CH:31][CH:32]=2)[CH2:27][CH2:26]1.CCOC(/N=N/C(OCC)=O)=O.C(O)(=O)CC(CC(O)=O)(C(O)=O)O. (8) Given the product [CH3:1][C:2]1[CH:7]=[C:6]([CH:5]=[CH:4][C:3]=1[N:11]1[CH2:16][CH2:15][CH2:14][CH2:13][CH2:12]1)[NH2:8], predict the reactants needed to synthesize it. The reactants are: [CH3:1][C:2]1[CH:7]=[C:6]([N+:8]([O-])=O)[CH:5]=[CH:4][C:3]=1[N:11]1[CH2:16][CH2:15][CH2:14][CH2:13][CH2:12]1.[H][H]. (9) Given the product [OH:11][CH2:10][C@@H:9]([NH:8][C:6](=[O:7])[O:5][C:1]([CH3:2])([CH3:4])[CH3:3])[CH2:15][C@H:16]([CH2:20][C:21]1[CH:29]=[C:28]2[C:24]([CH:25]=[N:26][N:27]2[CH2:30][CH2:31][CH2:32][O:33][CH3:34])=[CH:23][CH:22]=1)[CH:17]([CH3:18])[CH3:19], predict the reactants needed to synthesize it. The reactants are: [C:1]([O:5][C:6]([NH:8][C@@H:9]([CH2:15][C@H:16]([CH2:20][C:21]1[CH:29]=[C:28]2[C:24]([CH:25]=[N:26][N:27]2[CH2:30][CH2:31][CH2:32][O:33][CH3:34])=[CH:23][CH:22]=1)[CH:17]([CH3:19])[CH3:18])[C:10](OCC)=[O:11])=[O:7])([CH3:4])([CH3:3])[CH3:2].[BH4-].[Na+].